From a dataset of SARS-CoV-2 main protease (3CLPro) crystallographic fragment screen with 879 compounds. Binary Classification. Given a drug SMILES string, predict its activity (active/inactive) in a high-throughput screening assay against a specified biological target. The drug is Cc1n[nH]c(C)c1S(=O)(=O)N(C)C. The result is 0 (inactive).